Predict the reaction yield, written as a fraction of the theoretical maximum amount of product (1.0 means a 100% yield; for example, 0.34 means a 34% yield). From a dataset of Reaction yield outcomes from USPTO patents with 853,638 reactions. (1) The reactants are Cl[C:2]1[CH:10]=[CH:9][C:5]([C:6]([NH2:8])=[O:7])=[CH:4][N:3]=1.[OH:11][C:12]1[CH:19]=[CH:18][C:15]([CH:16]=[O:17])=[CH:14][CH:13]=1.C(=O)([O-])[O-].[K+].[K+].CN(C)C=O. The catalyst is O. The product is [CH:16]([C:15]1[CH:18]=[CH:19][C:12]([O:11][C:2]2[CH:10]=[CH:9][C:5]([C:6]([NH2:8])=[O:7])=[CH:4][N:3]=2)=[CH:13][CH:14]=1)=[O:17]. The yield is 0.460. (2) The reactants are [Cl:1][C:2]1[CH:3]=[CH:4][C:5](COC2C=CC(F)=CC=2F)=[C:6]([CH:21]=1)[C:7]([NH:9][C@H:10]([C:12]1[CH:20]=[CH:19][C:15]([C:16]([OH:18])=[O:17])=[CH:14][CH:13]=1)[CH3:11])=[O:8].BrC[C:34]1[CH:39]=[C:38]([F:40])[CH:37]=[CH:36][C:35]=1[F:41].[C:42](=[O:45])([O-])[O-].[K+].[K+].O.[CH3:49]N(C)C=O. No catalyst specified. The product is [Cl:1][C:2]1[CH:3]=[CH:4][C:5]([O:45][CH2:42][C:34]2[CH:39]=[C:38]([F:40])[CH:37]=[CH:36][C:35]=2[F:41])=[C:6]([CH:21]=1)[C:7]([NH:9][C@H:10]([C:12]1[CH:13]=[CH:14][C:15]([C:16]([O:18][CH3:49])=[O:17])=[CH:19][CH:20]=1)[CH3:11])=[O:8]. The yield is 0.940.